Dataset: Catalyst prediction with 721,799 reactions and 888 catalyst types from USPTO. Task: Predict which catalyst facilitates the given reaction. (1) Reactant: [OH:1][C:2]1[C:7]2[O:8][CH2:9][O:10][C:6]=2[CH:5]=[C:4]([C:11]([OH:13])=[O:12])[CH:3]=1.Br[CH2:15][CH2:16][C:17]1[CH:22]=[CH:21][CH:20]=[C:19]([CH3:23])[CH:18]=1.C(=O)([O-])[O-].[K+].[K+]. Product: [C:19]1([CH3:23])[CH:20]=[CH:21][CH:22]=[C:17]([CH2:16][CH2:15][O:12][C:11]([C:4]2[CH:3]=[C:2]([O:1][CH2:15][CH2:16][C:17]3[CH:18]=[C:19]([CH3:23])[CH:20]=[CH:21][CH:22]=3)[C:7]3[O:8][CH2:9][O:10][C:6]=3[CH:5]=2)=[O:13])[CH:18]=1. The catalyst class is: 3. (2) Reactant: [CH3:1][CH:2]([CH2:7][N:8]1[CH2:12][CH2:11][CH2:10][CH2:9]1)[CH2:3][C:4]([OH:6])=[O:5].C1N=CN(C(N2C=NC=C2)=O)C=1.[F:25][C:26]1[CH:27]=[C:28]([C:32]2[CH:33]=[C:34]([NH2:37])[NH:35][N:36]=2)[CH:29]=[N:30][CH:31]=1. Product: [CH:4]([OH:6])=[O:5].[F:25][C:26]1[CH:27]=[C:28]([C:32]2[CH:33]=[C:34]([NH:37][C:4](=[O:6])[CH2:3][CH:2]([CH3:1])[CH2:7][N:8]3[CH2:12][CH2:11][CH2:10][CH2:9]3)[NH:35][N:36]=2)[CH:29]=[N:30][CH:31]=1. The catalyst class is: 26. (3) Reactant: [CH:1]1([CH2:7][CH2:8][CH2:9][CH2:10][CH2:11][CH2:12][C:13]([O:15]CC)=[O:14])[CH2:6][CH2:5][CH2:4][CH2:3][CH2:2]1.[CH2:18]1COC[CH2:19]1.CO.O.[Li+].[OH-].OS(O)(=O)=O. Product: [CH2:18]([CH:12]([CH2:11][CH2:10][CH2:9][CH2:8][CH2:7][CH:1]1[CH2:2][CH2:3][CH2:4][CH2:5][CH2:6]1)[C:13]([OH:15])=[O:14])[CH3:19]. The catalyst class is: 6. (4) Reactant: [CH3:1][O-].[Na+].[C:4]([NH2:7])([NH2:6])=[S:5].CN(C)/[CH:10]=[CH:11]/[C:12](=O)[CH:13]([O:16][CH3:17])[O:14][CH3:15].CI. Product: [CH3:15][O:14][CH:13]([O:16][CH3:17])[C:12]1[CH:11]=[CH:10][N:7]=[C:4]([S:5][CH3:1])[N:6]=1. The catalyst class is: 5. (5) Reactant: [OH:1][CH2:2][C:3]1[CH:8]=[CH:7][C:6]([CH:9]([CH2:11][CH2:12][CH2:13][CH2:14][CH2:15][CH2:16][CH2:17][CH2:18][CH2:19][CH2:20][CH2:21][CH2:22][CH2:23][CH3:24])[CH3:10])=[CH:5][CH:4]=1.[H-].[Na+].Br[CH2:28][CH2:29][O:30][Si:31]([C:34]([CH3:37])([CH3:36])[CH3:35])([CH3:33])[CH3:32]. Product: [C:34]([Si:31]([O:30][CH2:29][CH2:28][O:1][CH2:2][C:3]1[CH:8]=[CH:7][C:6]([CH:9]([CH2:11][CH2:12][CH2:13][CH2:14][CH2:15][CH2:16][CH2:17][CH2:18][CH2:19][CH2:20][CH2:21][CH2:22][CH2:23][CH3:24])[CH3:10])=[CH:5][CH:4]=1)([CH3:33])[CH3:32])([CH3:37])([CH3:36])[CH3:35]. The catalyst class is: 3.